This data is from Forward reaction prediction with 1.9M reactions from USPTO patents (1976-2016). The task is: Predict the product of the given reaction. (1) Given the reactants [C:1]([OH:8])(=[O:7])/[CH:2]=[CH:3]/[C:4]([OH:6])=[O:5].[C:9]([N:12]1[CH2:17][CH2:16][N:15]([CH2:18][CH2:19][O:20][C:21]2[CH:26]=[CH:25][C:24]([CH:27]3[CH2:32][CH2:31][N:30]([C:33]4[CH2:34][CH2:35][C:36]5[N:37]([C:39]([C:42]([F:45])([F:44])[F:43])=[N:40][N:41]=5)[N:38]=4)[CH2:29][CH2:28]3)=[CH:23][CH:22]=2)[CH2:14][CH2:13]1)(=[O:11])[CH3:10].C(OC(=O)C)C, predict the reaction product. The product is: [C:1]([OH:8])(=[O:7])/[CH:2]=[CH:3]/[C:4]([OH:6])=[O:5].[C:9]([N:12]1[CH2:13][CH2:14][N:15]([CH2:18][CH2:19][O:20][C:21]2[CH:22]=[CH:23][C:24]([CH:27]3[CH2:28][CH2:29][N:30]([C:33]4[CH2:34][CH2:35][C:36]5[N:37]([C:39]([C:42]([F:43])([F:44])[F:45])=[N:40][N:41]=5)[N:38]=4)[CH2:31][CH2:32]3)=[CH:25][CH:26]=2)[CH2:16][CH2:17]1)(=[O:11])[CH3:10]. (2) Given the reactants C(NC1C=CC(C2C=C3C(CN([C@@H](C(C)C)C(O)=O)C3=O)=CC=2)=CC=1)(=O)C1C=CC=CC=1.[CH3:33][CH:34]([CH3:70])[C@H:35]([N:40]1[CH2:48][C:47]2[C:42](=[CH:43][C:44]([C:49]3[CH:54]=[CH:53][C:52]([NH:55][C:56](=[O:68])[C:57]4[CH:62]=[CH:61][C:60]([C:63]5[O:67][CH:66]=[N:65][CH:64]=5)=[CH:59][CH:58]=4)=[CH:51][CH:50]=3)=[CH:45][CH:46]=2)[C:41]1=[O:69])[C:36]([O:38]C)=[O:37], predict the reaction product. The product is: [CH3:33][CH:34]([CH3:70])[C@H:35]([N:40]1[CH2:48][C:47]2[C:42](=[CH:43][C:44]([C:49]3[CH:50]=[CH:51][C:52]([NH:55][C:56](=[O:68])[C:57]4[CH:62]=[CH:61][C:60]([C:63]5[O:67][CH:66]=[N:65][CH:64]=5)=[CH:59][CH:58]=4)=[CH:53][CH:54]=3)=[CH:45][CH:46]=2)[C:41]1=[O:69])[C:36]([OH:38])=[O:37]. (3) Given the reactants [C:1]([C:3]1[CH:4]=[C:5]([C:9]([NH:11][CH2:12][C@H:13]2[C@H:19]([C:20]3[CH:25]=[CH:24][C:23]([Cl:26])=[C:22]([Cl:27])[CH:21]=3)[O:18][CH2:17][CH2:16][N:15]([C:28]([O:30][C:31]([CH3:34])([CH3:33])[CH3:32])=[O:29])[CH2:14]2)=[O:10])[CH:6]=[CH:7][CH:8]=1)#[N:2].[N-:35]=[N+:36]=[N-:37].[Na+].[Cl-].[NH4+], predict the reaction product. The product is: [Cl:27][C:22]1[CH:21]=[C:20]([C@@H:19]2[O:18][CH2:17][CH2:16][N:15]([C:28]([O:30][C:31]([CH3:34])([CH3:33])[CH3:32])=[O:29])[CH2:14][C@H:13]2[CH2:12][NH:11][C:9]([C:5]2[CH:6]=[CH:7][CH:8]=[C:3]([C:1]3[NH:37][N:36]=[N:35][N:2]=3)[CH:4]=2)=[O:10])[CH:25]=[CH:24][C:23]=1[Cl:26]. (4) Given the reactants Br[C:2]1[C:10]2[N:9]3[CH2:11][CH2:12][CH2:13][NH:14][C:15](=[O:16])[C:8]3=[C:7]([CH3:17])[C:6]=2[CH:5]=[C:4]([Cl:18])[CH:3]=1.[F:19][C:20]1[CH:25]=[CH:24][C:23](B(O)O)=[CH:22][CH:21]=1, predict the reaction product. The product is: [Cl:18][C:4]1[CH:3]=[C:2]([C:23]2[CH:24]=[CH:25][C:20]([F:19])=[CH:21][CH:22]=2)[C:10]2[N:9]3[CH2:11][CH2:12][CH2:13][NH:14][C:15](=[O:16])[C:8]3=[C:7]([CH3:17])[C:6]=2[CH:5]=1. (5) The product is: [F:1][C:2]1[C:3]2[CH:25]=[CH:26][C:15]3[C:10](=[CH:11][CH:12]=[C:13]([CH:16]4[CH2:21][CH2:20][CH:19]([CH2:22][CH2:23][CH3:24])[CH2:18][CH2:17]4)[CH:14]=3)[C:4]=2[CH:5]=[C:6]([F:9])[C:7]=1[F:8]. Given the reactants [F:1][C:2]1[C:3]([CH:25]=[CH:26]OC)=[C:4]([C:10]2[CH:15]=[CH:14][C:13]([CH:16]3[CH2:21][CH2:20][CH:19]([CH2:22][CH2:23][CH3:24])[CH2:18][CH2:17]3)=[CH:12][CH:11]=2)[CH:5]=[C:6]([F:9])[C:7]=1[F:8].CS(O)(=O)=O, predict the reaction product. (6) Given the reactants [CH3:1][O:2][C:3]1[CH:8]=[CH:7][C:6]([C:9](=O)[CH2:10][C:11]#[N:12])=[CH:5][CH:4]=1.O.[NH2:15][NH2:16], predict the reaction product. The product is: [CH3:1][O:2][C:3]1[CH:8]=[CH:7][C:6]([C:9]2[NH:16][N:15]=[C:11]([NH2:12])[CH:10]=2)=[CH:5][CH:4]=1. (7) Given the reactants [C:1]([C:5]1[CH:10]=[CH:9][C:8]([C:11]2[CH:12]=[C:13]3[C:17](=[CH:18][CH:19]=2)[N:16]([C:20]2[CH:25]=[CH:24][C:23]([O:26][CH:27]4[CH2:31][CH2:30][CH2:29][CH2:28]4)=[CH:22][CH:21]=2)[C:15]([C:32](Cl)=[O:33])=[CH:14]3)=[CH:7][CH:6]=1)([CH3:4])([CH3:3])[CH3:2].Cl.[CH2:36]([O:38][C:39](=[O:42])[CH2:40][NH2:41])[CH3:37].CCN(CC)CC.C([O-])(O)=O.[Na+], predict the reaction product. The product is: [CH2:36]([O:38][C:39](=[O:42])[CH2:40][NH:41][C:32]([C:15]1[N:16]([C:20]2[CH:21]=[CH:22][C:23]([O:26][CH:27]3[CH2:31][CH2:30][CH2:29][CH2:28]3)=[CH:24][CH:25]=2)[C:17]2[C:13]([CH:14]=1)=[CH:12][C:11]([C:8]1[CH:7]=[CH:6][C:5]([C:1]([CH3:4])([CH3:3])[CH3:2])=[CH:10][CH:9]=1)=[CH:19][CH:18]=2)=[O:33])[CH3:37]. (8) The product is: [Br:21][C:18]1[S:17][C:16]([N:9]2[CH2:8][CH2:7][C:6]([CH2:12][CH2:13][OH:14])([N:1]3[CH2:2][CH2:3][CH2:4][CH2:5]3)[CH2:11][CH2:10]2)=[N:20][CH:19]=1. Given the reactants [N:1]1([C:6]2([CH2:12][CH2:13][OH:14])[CH2:11][CH2:10][NH:9][CH2:8][CH2:7]2)[CH2:5][CH2:4][CH2:3][CH2:2]1.Br[C:16]1[S:17][C:18]([Br:21])=[CH:19][N:20]=1.C(=O)([O-])[O-].[K+].[K+].CN(C)C=O, predict the reaction product. (9) Given the reactants C(OCCS[C:8]1[S:9][C:10]2[C:11]([N:31]=1)=[N:12][CH:13]=[C:14]([C:16]1[N:17]=[N:18][N:19]([CH2:21][C:22]3[CH:27]=[C:26]([Cl:28])[C:25]([Cl:29])=[C:24]([Cl:30])[CH:23]=3)[CH:20]=1)[N:15]=2)(=O)C.[OH-:32].[Na+], predict the reaction product. The product is: [Cl:28][C:26]1[CH:27]=[C:22]([CH:23]=[C:24]([Cl:30])[C:25]=1[Cl:29])[CH2:21][N:19]1[CH:20]=[C:16]([C:14]2[N:15]=[C:10]3[S:9][C:8]([OH:32])=[N:31][C:11]3=[N:12][CH:13]=2)[N:17]=[N:18]1.